Regression. Given two drug SMILES strings and cell line genomic features, predict the synergy score measuring deviation from expected non-interaction effect. From a dataset of NCI-60 drug combinations with 297,098 pairs across 59 cell lines. (1) Drug 1: CC(C)(C#N)C1=CC(=CC(=C1)CN2C=NC=N2)C(C)(C)C#N. Drug 2: C(CCl)NC(=O)N(CCCl)N=O. Cell line: A498. Synergy scores: CSS=1.58, Synergy_ZIP=-0.439, Synergy_Bliss=1.87, Synergy_Loewe=1.28, Synergy_HSA=1.63. (2) Drug 1: CC1=CC=C(C=C1)C2=CC(=NN2C3=CC=C(C=C3)S(=O)(=O)N)C(F)(F)F. Drug 2: C(CC(=O)O)C(=O)CN.Cl. Cell line: HCT-15. Synergy scores: CSS=0.890, Synergy_ZIP=3.57, Synergy_Bliss=4.13, Synergy_Loewe=4.58, Synergy_HSA=-1.86. (3) Drug 1: CN1CCC(CC1)COC2=C(C=C3C(=C2)N=CN=C3NC4=C(C=C(C=C4)Br)F)OC. Drug 2: C1=NNC2=C1C(=O)NC=N2. Cell line: COLO 205. Synergy scores: CSS=1.50, Synergy_ZIP=4.67, Synergy_Bliss=5.83, Synergy_Loewe=-6.52, Synergy_HSA=-3.58. (4) Drug 1: C1=CC(=CC=C1CCC2=CNC3=C2C(=O)NC(=N3)N)C(=O)NC(CCC(=O)O)C(=O)O. Drug 2: C1CN1P(=S)(N2CC2)N3CC3. Cell line: TK-10. Synergy scores: CSS=41.4, Synergy_ZIP=0.593, Synergy_Bliss=-2.28, Synergy_Loewe=-13.6, Synergy_HSA=-1.67. (5) Drug 1: CN(CC1=CN=C2C(=N1)C(=NC(=N2)N)N)C3=CC=C(C=C3)C(=O)NC(CCC(=O)O)C(=O)O. Drug 2: N.N.Cl[Pt+2]Cl. Cell line: SK-OV-3. Synergy scores: CSS=16.8, Synergy_ZIP=-13.0, Synergy_Bliss=-5.39, Synergy_Loewe=-22.1, Synergy_HSA=-7.61. (6) Drug 1: COC1=CC(=CC(=C1O)OC)C2C3C(COC3=O)C(C4=CC5=C(C=C24)OCO5)OC6C(C(C7C(O6)COC(O7)C8=CC=CS8)O)O. Drug 2: CCC1(CC2CC(C3=C(CCN(C2)C1)C4=CC=CC=C4N3)(C5=C(C=C6C(=C5)C78CCN9C7C(C=CC9)(C(C(C8N6C)(C(=O)OC)O)OC(=O)C)CC)OC)C(=O)OC)O.OS(=O)(=O)O. Cell line: SN12C. Synergy scores: CSS=44.8, Synergy_ZIP=-2.08, Synergy_Bliss=0.357, Synergy_Loewe=3.62, Synergy_HSA=4.40. (7) Drug 1: CN(C)C1=NC(=NC(=N1)N(C)C)N(C)C. Drug 2: COC1=NC(=NC2=C1N=CN2C3C(C(C(O3)CO)O)O)N. Cell line: COLO 205. Synergy scores: CSS=-12.5, Synergy_ZIP=4.41, Synergy_Bliss=3.20, Synergy_Loewe=-12.7, Synergy_HSA=-7.58. (8) Drug 1: CS(=O)(=O)C1=CC(=C(C=C1)C(=O)NC2=CC(=C(C=C2)Cl)C3=CC=CC=N3)Cl. Drug 2: CCC1(C2=C(COC1=O)C(=O)N3CC4=CC5=C(C=CC(=C5CN(C)C)O)N=C4C3=C2)O.Cl. Cell line: LOX IMVI. Synergy scores: CSS=30.6, Synergy_ZIP=-6.98, Synergy_Bliss=2.75, Synergy_Loewe=-14.0, Synergy_HSA=4.64. (9) Drug 1: C1CN1P(=S)(N2CC2)N3CC3. Drug 2: CNC(=O)C1=NC=CC(=C1)OC2=CC=C(C=C2)NC(=O)NC3=CC(=C(C=C3)Cl)C(F)(F)F. Cell line: UO-31. Synergy scores: CSS=6.90, Synergy_ZIP=-3.91, Synergy_Bliss=-0.0185, Synergy_Loewe=-2.95, Synergy_HSA=0.472. (10) Drug 1: C1=NC2=C(N=C(N=C2N1C3C(C(C(O3)CO)O)F)Cl)N. Drug 2: B(C(CC(C)C)NC(=O)C(CC1=CC=CC=C1)NC(=O)C2=NC=CN=C2)(O)O. Cell line: HOP-92. Synergy scores: CSS=88.2, Synergy_ZIP=1.73, Synergy_Bliss=1.79, Synergy_Loewe=-0.467, Synergy_HSA=3.96.